This data is from CYP3A4 inhibition data for predicting drug metabolism from PubChem BioAssay. The task is: Regression/Classification. Given a drug SMILES string, predict its absorption, distribution, metabolism, or excretion properties. Task type varies by dataset: regression for continuous measurements (e.g., permeability, clearance, half-life) or binary classification for categorical outcomes (e.g., BBB penetration, CYP inhibition). Dataset: cyp3a4_veith. The drug is CC[C@@]1([N+](=O)[O-])C[C@H]2C=C[C@@H]1C2.CC[C@@]1([N+](=O)[O-])C[C@H]2C=C[C@@H]1C2. The result is 0 (non-inhibitor).